From a dataset of Peptide-MHC class I binding affinity with 185,985 pairs from IEDB/IMGT. Regression. Given a peptide amino acid sequence and an MHC pseudo amino acid sequence, predict their binding affinity value. This is MHC class I binding data. (1) The peptide sequence is RPDTRYVLM. The MHC is HLA-B54:01 with pseudo-sequence HLA-B54:01. The binding affinity (normalized) is 0.319. (2) The peptide sequence is EVQLVESGGGL. The MHC is HLA-A26:01 with pseudo-sequence HLA-A26:01. The binding affinity (normalized) is 0.106. (3) The peptide sequence is ATSIYTIER. The MHC is HLA-B54:01 with pseudo-sequence HLA-B54:01. The binding affinity (normalized) is 0. (4) The peptide sequence is MTFPVSLEY. The MHC is HLA-B08:01 with pseudo-sequence HLA-B08:01. The binding affinity (normalized) is 0.0847. (5) The peptide sequence is SFGAGTLAK. The MHC is HLA-A69:01 with pseudo-sequence HLA-A69:01. The binding affinity (normalized) is 0.0847.